From a dataset of Catalyst prediction with 721,799 reactions and 888 catalyst types from USPTO. Predict which catalyst facilitates the given reaction. (1) Reactant: [C:1]([O:5][C:6]([N:8]1[CH2:12][CH2:11][CH:10]([C:13]2[CH:21]=[CH:20][C:19]([C:22]([O:24][CH3:25])=[O:23])=[C:18]3[C:14]=2[CH:15]=[CH:16][N:17]3C(OC(C)(C)C)=O)[CH2:9]1)=[O:7])([CH3:4])([CH3:3])[CH3:2].[Li+].CC([N-]C(C)C)C.II. Product: [C:1]([O:5][C:6]([N:8]1[CH2:12][CH:11]=[C:10]([C:13]2[CH:21]=[CH:20][C:19]([C:22]([O:24][CH3:25])=[O:23])=[C:18]3[C:14]=2[CH:15]=[CH:16][NH:17]3)[CH2:9]1)=[O:7])([CH3:4])([CH3:3])[CH3:2]. The catalyst class is: 1. (2) Reactant: [Cl:1][C:2]1[CH:3]=[C:4]([NH2:9])[CH:5]=[CH:6][C:7]=1[CH3:8].C(OC(=O)C)(=O)C.[N+:17]([O-])([OH:19])=[O:18].C[O-].[Na+]. Product: [Cl:1][C:2]1[C:7]([CH3:8])=[CH:6][C:5]([N+:17]([O-:19])=[O:18])=[C:4]([NH2:9])[CH:3]=1. The catalyst class is: 15. (3) Reactant: [C:1]([O:5][C:6]([N:8]1[CH2:11][CH:10]([C:12]([OH:14])=O)[CH2:9]1)=[O:7])([CH3:4])([CH3:3])[CH3:2].C1CCC(N=C=NC2CCCCC2)CC1.CCN(CC)CC.Cl.[CH3:38][NH:39][O:40][CH3:41]. Product: [CH3:41][O:40][N:39]([CH3:38])[C:12]([CH:10]1[CH2:9][N:8]([C:6]([O:5][C:1]([CH3:2])([CH3:3])[CH3:4])=[O:7])[CH2:11]1)=[O:14]. The catalyst class is: 1. (4) Reactant: [NH2:1][C:2]1[CH:3]=[CH:4][C:5]([C:18]([CH3:21])([CH3:20])[CH3:19])=[C:6]([NH:8][C:9](=[O:17])[CH2:10][N:11]2[CH2:16][CH2:15][O:14][CH2:13][CH2:12]2)[CH:7]=1.Cl.[C:23]1([C:29]2[CH:37]=[CH:36][C:32]([C:33](O)=[O:34])=[CH:31][N:30]=2)[CH:28]=[CH:27][CH:26]=[CH:25][CH:24]=1.C(N(C(C)C)CC)(C)C. Product: [C:18]([C:5]1[CH:4]=[CH:3][C:2]([NH:1][C:33](=[O:34])[C:32]2[CH:36]=[CH:37][C:29]([C:23]3[CH:28]=[CH:27][CH:26]=[CH:25][CH:24]=3)=[N:30][CH:31]=2)=[CH:7][C:6]=1[NH:8][C:9](=[O:17])[CH2:10][N:11]1[CH2:12][CH2:13][O:14][CH2:15][CH2:16]1)([CH3:21])([CH3:20])[CH3:19]. The catalyst class is: 3. (5) Reactant: Cl[C:2]1[CH:3]=[C:4]([CH:9]=[CH:10][N:11]=1)[C:5]([O:7][CH3:8])=[O:6].[Cl-].[F:13][C:14]1[CH:15]=[C:16]([CH:19]=[C:20]([F:22])[CH:21]=1)[CH2:17][Zn+]. Product: [F:13][C:14]1[CH:15]=[C:16]([CH:19]=[C:20]([F:22])[CH:21]=1)[CH2:17][C:2]1[CH:3]=[C:4]([CH:9]=[CH:10][N:11]=1)[C:5]([O:7][CH3:8])=[O:6]. The catalyst class is: 176.